From a dataset of Full USPTO retrosynthesis dataset with 1.9M reactions from patents (1976-2016). Predict the reactants needed to synthesize the given product. (1) Given the product [C:32]([C:21]1[N:22]=[C:23]([NH:25][C:26]2[CH:27]=[N:28][CH:29]=[CH:30][CH:31]=2)[O:24][C:20]=1[C:17]1[CH:16]=[CH:15][C:14]([N:11]2[CH2:12][CH2:13][N:8]([C:6]([O:5][C:1]([CH3:4])([CH3:2])[CH3:3])=[O:7])[CH2:9][CH2:10]2)=[CH:19][CH:18]=1)(=[O:34])[NH2:36], predict the reactants needed to synthesize it. The reactants are: [C:1]([O:5][C:6]([N:8]1[CH2:13][CH2:12][N:11]([C:14]2[CH:19]=[CH:18][C:17]([C:20]3[O:24][C:23]([NH:25][C:26]4[CH:27]=[N:28][CH:29]=[CH:30][CH:31]=4)=[N:22][C:21]=3[C:32]([OH:34])=O)=[CH:16][CH:15]=2)[CH2:10][CH2:9]1)=[O:7])([CH3:4])([CH3:3])[CH3:2].C[N:36](C(ON1N=NC2C=CC=NC1=2)=[N+](C)C)C.F[P-](F)(F)(F)(F)F.C(N(C(C)C)CC)(C)C.N.O1CCOCC1. (2) Given the product [CH3:37][C:34]([C:22]1[C:23]([C:25]2[CH:30]=[C:29]([O:31][CH3:32])[CH:28]=[CH:27][C:26]=2[F:33])=[CH:24][C:19]([CH2:18][O:1][C:2]2[CH:3]=[CH:4][C:5]([C@@H:8]([CH2:14][CH2:15][CH3:16])[CH2:9][C:10]([O:12][CH3:13])=[O:11])=[CH:6][CH:7]=2)=[CH:20][CH:21]=1)([CH3:35])[CH3:36], predict the reactants needed to synthesize it. The reactants are: [OH:1][C:2]1[CH:7]=[CH:6][C:5]([C@@H:8]([CH2:14][CH2:15][CH3:16])[CH2:9][C:10]([O:12][CH3:13])=[O:11])=[CH:4][CH:3]=1.Cl[CH2:18][C:19]1[CH:20]=[CH:21][C:22]([C:34]([CH3:37])([CH3:36])[CH3:35])=[C:23]([C:25]2[CH:30]=[C:29]([O:31][CH3:32])[CH:28]=[CH:27][C:26]=2[F:33])[CH:24]=1.